Dataset: Full USPTO retrosynthesis dataset with 1.9M reactions from patents (1976-2016). Task: Predict the reactants needed to synthesize the given product. (1) Given the product [CH2:13]([C:14]1[NH:1][C:3]2[C:11]([C:15]=1[CH3:16])=[CH:10][C:6]([C:7]([O:9][CH2:23][CH3:24])=[O:8])=[CH:5][CH:4]=2)[CH3:12], predict the reactants needed to synthesize it. The reactants are: [NH:1]([C:3]1[CH:11]=[CH:10][C:6]([C:7]([OH:9])=[O:8])=[CH:5][CH:4]=1)N.[CH3:12][CH2:13][C:14](=O)[CH2:15][CH3:16].S(=O)(=O)(O)O.[CH2:23](O)[CH3:24]. (2) Given the product [ClH:1].[Cl:20][C:21]1[CH:27]=[CH:26][C:24]([NH:25][C:2]2[C:11]3[C:6](=[CH:7][CH:8]=[CH:9][CH:10]=3)[C:5]([CH2:12][C:13]3[CH:18]=[CH:17][N:16]=[CH:15][CH:14]=3)=[N:4][N:3]=2)=[CH:23][CH:22]=1, predict the reactants needed to synthesize it. The reactants are: [Cl:1][C:2]1[C:11]2[C:6](=[CH:7][CH:8]=[CH:9][CH:10]=2)[C:5]([CH2:12][C:13]2[CH:18]=[CH:17][N:16]=[CH:15][CH:14]=2)=[N:4][N:3]=1.Cl.[Cl:20][C:21]1[CH:27]=[CH:26][C:24]([NH2:25])=[CH:23][CH:22]=1. (3) The reactants are: [CH3:1][C:2]1([CH3:34])[CH2:7][CH2:6][N:5]([CH2:8][C:9]2[CH:14]=[CH:13][C:12]([C:15]([F:18])([F:17])[F:16])=[CH:11][CH:10]=2)[CH:4]([C:19]([NH:21][C@H:22]([C:24]2[CH:33]=[CH:32][C:27]([C:28]([O:30]C)=[O:29])=[CH:26][CH:25]=2)[CH3:23])=[O:20])[CH2:3]1.O[Li].O. Given the product [CH3:34][C:2]1([CH3:1])[CH2:7][CH2:6][N:5]([CH2:8][C:9]2[CH:10]=[CH:11][C:12]([C:15]([F:18])([F:17])[F:16])=[CH:13][CH:14]=2)[CH:4]([C:19]([NH:21][C@H:22]([C:24]2[CH:25]=[CH:26][C:27]([C:28]([OH:30])=[O:29])=[CH:32][CH:33]=2)[CH3:23])=[O:20])[CH2:3]1, predict the reactants needed to synthesize it. (4) Given the product [CH2:1]([O:3][C:4]([C:6]1[N:7]=[C:8]([C:13]2[CH:18]=[CH:17][CH:16]=[CH:15][CH:14]=2)[S:9][C:10]=1[CH2:11][N:24]([CH2:25][C:26]1[CH:31]=[CH:30][C:29]([O:32][CH3:33])=[CH:28][C:27]=1[O:34][CH3:35])[CH2:23][C:22]([O:21][CH2:19][CH3:20])=[O:36])=[O:5])[CH3:2], predict the reactants needed to synthesize it. The reactants are: [CH2:1]([O:3][C:4]([C:6]1[N:7]=[C:8]([C:13]2[CH:18]=[CH:17][CH:16]=[CH:15][CH:14]=2)[S:9][C:10]=1[CH2:11]Br)=[O:5])[CH3:2].[CH2:19]([O:21][C:22](=[O:36])[CH2:23][NH:24][CH2:25][C:26]1[CH:31]=[CH:30][C:29]([O:32][CH3:33])=[CH:28][C:27]=1[O:34][CH3:35])[CH3:20].C(=O)([O-])[O-].[K+].[K+]. (5) Given the product [Cl:1][C:2]1[N:7]=[C:6]([O:8][C:9]2[CH:10]=[C:11]3[C:15](=[CH:16][CH:17]=2)[N:14]([C:27]2[CH:32]=[CH:31][CH:30]=[CH:29][CH:28]=2)[CH:13]=[CH:12]3)[CH:5]=[CH:4][N:3]=1, predict the reactants needed to synthesize it. The reactants are: [Cl:1][C:2]1[N:7]=[C:6]([O:8][C:9]2[CH:10]=[C:11]3[C:15](=[CH:16][CH:17]=2)[NH:14][CH:13]=[CH:12]3)[CH:5]=[CH:4][N:3]=1.[O-]P([O-])([O-])=O.[K+].[K+].[K+].I[C:27]1[CH:32]=[CH:31][CH:30]=[CH:29][CH:28]=1.N[C@@H]1CCCC[C@H]1N. (6) Given the product [F:15][C:16]1[CH:17]=[C:18]([CH:24]=[C:25]([S:27]([CH3:30])(=[O:29])=[O:28])[CH:26]=1)[O:19][CH2:20][CH:21]([NH:34][CH2:31][CH2:32][CH3:33])[CH3:22], predict the reactants needed to synthesize it. The reactants are: C(O[BH-](OC(=O)C)OC(=O)C)(=O)C.[Na+].[F:15][C:16]1[CH:17]=[C:18]([CH:24]=[C:25]([S:27]([CH3:30])(=[O:29])=[O:28])[CH:26]=1)[O:19][CH2:20][C:21](=O)[CH3:22].[CH2:31]([NH2:34])[CH2:32][CH3:33].C(O)(=O)C.